Dataset: Catalyst prediction with 721,799 reactions and 888 catalyst types from USPTO. Task: Predict which catalyst facilitates the given reaction. (1) Reactant: [Cl:1][C:2]1[CH:18]=[C:17]([F:19])[C:5]2[CH2:6][CH2:7][N:8]([C:11](=[O:16])[C:12]([F:15])([F:14])[F:13])[CH2:9][CH2:10][C:4]=2[C:3]=1[OH:20].C(=O)([O-])[O-].[K+].[K+].[F:27][C:28]1[CH:35]=[CH:34][C:31]([CH2:32]Br)=[CH:30][CH:29]=1. Product: [Cl:1][C:2]1[CH:18]=[C:17]([F:19])[C:5]2[CH2:6][CH2:7][N:8]([C:11](=[O:16])[C:12]([F:13])([F:14])[F:15])[CH2:9][CH2:10][C:4]=2[C:3]=1[O:20][CH2:32][C:31]1[CH:34]=[CH:35][C:28]([F:27])=[CH:29][CH:30]=1. The catalyst class is: 215. (2) Reactant: C(OC(=O)[NH:7][CH:8]1[CH2:13][CH2:12][N:11]([CH2:14][CH2:15][C:16]2[CH:21]=[CH:20][C:19]([O:22][C:23]3[S:24][C:25]4[CH:31]=[CH:30][CH:29]=[CH:28][C:26]=4[N:27]=3)=[CH:18][CH:17]=2)[CH2:10][CH2:9]1)(C)(C)C.C(N(CC)CC)C.[CH3:40][S:41]([Cl:44])(=[O:43])=[O:42]. Product: [ClH:44].[S:24]1[C:25]2[CH:31]=[CH:30][CH:29]=[CH:28][C:26]=2[N:27]=[C:23]1[O:22][C:19]1[CH:18]=[CH:17][C:16]([CH2:15][CH2:14][N:11]2[CH2:10][CH2:9][CH:8]([NH2:7])[CH2:13][CH2:12]2)=[CH:21][CH:20]=1.[S:24]1[C:25]2[CH:31]=[CH:30][CH:29]=[CH:28][C:26]=2[N:27]=[C:23]1[O:22][C:19]1[CH:20]=[CH:21][C:16]([CH2:15][CH2:14][N:11]2[CH2:12][CH2:13][CH:8]([NH:7][S:41]([CH3:40])(=[O:43])=[O:42])[CH2:9][CH2:10]2)=[CH:17][CH:18]=1. The catalyst class is: 2. (3) Reactant: CC(C)=O.[CH2:5]([O:9][C:10]1[N:15]=[C:14]([CH3:16])[C:13]([C:17]([O:19]CC)=[O:18])=[CH:12][N:11]=1)[CH2:6][CH2:7][CH3:8].[OH-].[Na+]. Product: [CH2:5]([O:9][C:10]1[N:15]=[C:14]([CH3:16])[C:13]([C:17]([OH:19])=[O:18])=[CH:12][N:11]=1)[CH2:6][CH2:7][CH3:8]. The catalyst class is: 6. (4) Reactant: CS(O[CH2:6][CH:7]1[C:12]2[N:13]=[C:14]([NH2:16])[S:15][C:11]=2[CH2:10][CH2:9][CH2:8]1)(=O)=O.[N-:17]=[N+]=[N-].[Na+].C([O-])([O-])=O.[Na+].[Na+].C1C=CC(P(C2C=CC=CC=2)C2C=CC=CC=2)=CC=1. Product: [NH2:17][CH2:6][CH:7]1[C:12]2[N:13]=[C:14]([NH2:16])[S:15][C:11]=2[CH2:10][CH2:9][CH2:8]1. The catalyst class is: 18.